This data is from Drug-target binding data from BindingDB using IC50 measurements. The task is: Regression. Given a target protein amino acid sequence and a drug SMILES string, predict the binding affinity score between them. We predict pIC50 (pIC50 = -log10(IC50 in M); higher means more potent). Dataset: bindingdb_ic50. (1) The drug is CC(C)C[C@@H]1NC(=O)[C@@H](NC(=O)OCc2ccccc2)Cc2cn(nn2)CCCNC(=O)CC[C@@H](C=O)NC1=O. The target protein (P03313) has sequence MGAQVSTQKTGAHETRLNASGNSIIHYTNINYYKDAASNSANRQDFTQDPGKFTEPVKDIMIKSLPALNSPTVEECGYSDRARSITLGNSTITTQECANVVVGYGVWPDYLKDSEATAEDQPTQPDVATCRFYTLDSVQWQKTSPGWWWKLPDALSNLGLFGQNMQYHYLGRTGYTVHVQCNASKFHQGCLLVVCVPEAEMGCATLDNTPSSAELLGGDTAKEFADKPVASGSNKLVQRVVYNAGMGVGVGNLTIFPHQWINLRTNNSATIVMPYTNSVPMDNMFRHNNVTLMVIPFVPLDYCPGSTTYVPITVTIAPMCAEYNGLRLAGHQGLPTMNTPGSCQFLTSDDFQSPSAMPQYDVTPEMRIPGEVKNLMEIAEVDSVVPVQNVGEKVNSMEAYQIPVRSNEGSGTQVFGFPLQPGYSSVFSRTLLGEILNYYTHWSGSIKLTFMFCGSAMATGKFLLAYSPPGAGAPTKRVDAMLGTHVIWDVGLQSSCVLCI.... The pIC50 is 5.7. (2) The small molecule is Oc1cccc(CN=Nc2cc(N3CCCC3)nc(N3CCCC3)n2)c1. The target protein sequence is MAEGERTECAEPPRDEPPADGALKRAEELKTQANDYFKAKDYENAIKFYSQAIELNPSNAIYYGNRSLAYLRTECYGYALGDATRAIELDKKYIKGYYRRAASNMALGKFRAALRDYETVVKVKPHDKDAKMKYQECNKIVKQKAFERAIAGDEHKRSVVDSLDIESMTIEDEYSGPKLEDGKVTISFMKELMQWYKDQKKLHRKCAYQILVQVKEVLSKLSTLVETTLKETEKITVCGDTHGQFYDLLNIFELNGLPSETNPYIFNGDFVDRGSFSVEVILTLFGFKLLYPDHFHLLRGNHETDNMNQIYGFEGEVKAKYTAQMYELFSEVFEWLPLAQCINGKVLIMHGGLFSEDGVTLDDIRKIERNRQPPDSGPMCDLLWSDPQPQNGRSISKRGVSCQFGPDVTKAFLEENNLDYIIRSHEVKAEGYEVAHGGRCVTVFSAPNYCDQMGNKASYIHLQGSDLRPQFHQFTAVGRPSSGS. The pIC50 is 5.2.